Dataset: Catalyst prediction with 721,799 reactions and 888 catalyst types from USPTO. Task: Predict which catalyst facilitates the given reaction. (1) Reactant: C([O:5][C@H:6]([C@H:8]1[CH2:12][O:11][C:10](=[O:13])[N:9]1[C:14]1[C:19]([F:20])=[CH:18][N:17]=[C:16]([F:21])[N:15]=1)[CH3:7])(C)(C)C.C(O)(C(F)(F)F)=O. Product: [F:21][C:16]1[N:15]=[C:14]([N:9]2[C@@H:8]([C@@H:6]([OH:5])[CH3:7])[CH2:12][O:11][C:10]2=[O:13])[C:19]([F:20])=[CH:18][N:17]=1. The catalyst class is: 2. (2) Product: [O:15]1[CH2:19][CH2:18][CH:17]([CH2:20][NH:21][C:12]([C:9]2[CH:8]=[C:7]([CH2:6][C:2]3[O:1][CH:5]=[CH:4][CH:3]=3)[O:11][N:10]=2)=[O:14])[CH2:16]1. Reactant: [O:1]1[CH:5]=[CH:4][CH:3]=[C:2]1[CH2:6][C:7]1[O:11][N:10]=[C:9]([C:12]([OH:14])=O)[CH:8]=1.[O:15]1[CH2:19][CH2:18][CH:17]([CH2:20][NH2:21])[CH2:16]1.ON1C2C=CC=CC=2N=N1.Cl.C(N=C=NCCCN(C)C)C. The catalyst class is: 229. (3) Reactant: [CH3:1][C:2]1[C:6]([C:7]2[N:8]([C:22]3[CH:27]=[CH:26][C:25]([O:28]C)=[CH:24][CH:23]=3)[C:9]3[C:14]([C:15]=2[C:16](=[O:21])[C:17]([F:20])([F:19])[F:18])=[CH:13][CH:12]=[CH:11][CH:10]=3)=[C:5]([CH3:30])[O:4][N:3]=1.B(Br)(Br)Br.O.O1CCOCC1. Product: [CH3:1][C:2]1[C:6]([C:7]2[N:8]([C:22]3[CH:23]=[CH:24][C:25]([OH:28])=[CH:26][CH:27]=3)[C:9]3[C:14]([C:15]=2[C:16](=[O:21])[C:17]([F:20])([F:18])[F:19])=[CH:13][CH:12]=[CH:11][CH:10]=3)=[C:5]([CH3:30])[O:4][N:3]=1. The catalyst class is: 2. (4) The catalyst class is: 2. Product: [C:1]([O:5][C:6](=[O:39])[N:7]([CH2:28][C:29]1[CH:34]=[CH:33][CH:32]=[C:31]([C:35]([CH3:38])([CH3:37])[CH3:36])[CH:30]=1)[C@@H:8]1[C:13](=[O:14])[C@H:12]([CH2:15][C:16]2[CH:21]=[CH:20][C:19]([N+:22]([O-:24])=[O:23])=[C:18]([F:25])[CH:17]=2)[CH2:11][S:10](=[O:26])(=[O:27])[CH2:9]1)([CH3:3])([CH3:4])[CH3:2]. Reactant: [C:1]([O:5][C:6](=[O:39])[N:7]([CH2:28][C:29]1[CH:34]=[CH:33][CH:32]=[C:31]([C:35]([CH3:38])([CH3:37])[CH3:36])[CH:30]=1)[C@@H:8]1[C@H:13]([OH:14])[C@H:12]([CH2:15][C:16]2[CH:21]=[CH:20][C:19]([N+:22]([O-:24])=[O:23])=[C:18]([F:25])[CH:17]=2)[CH2:11][S:10](=[O:27])(=[O:26])[CH2:9]1)([CH3:4])([CH3:3])[CH3:2].CC(OI1(OC(C)=O)(OC(C)=O)OC(=O)C2C=CC=CC1=2)=O.C([O-])(O)=O.[Na+].